Task: Predict the reaction yield, written as a fraction of the theoretical maximum amount of product (1.0 means a 100% yield; for example, 0.34 means a 34% yield).. Dataset: Reaction yield outcomes from USPTO patents with 853,638 reactions (1) The reactants are [CH:1]1[C:9]2[C:8]3[CH:10]=[CH:11][CH:12]=[CH:13][C:7]=3[O:6][C:5]=2[C:4]([OH:14])=[CH:3][CH:2]=1.[H-].[Na+].[CH2:17](I)[CH3:18]. The catalyst is CN(C=O)C. The product is [CH2:17]([O:14][C:4]1[C:5]2[O:6][C:7]3[CH:13]=[CH:12][CH:11]=[CH:10][C:8]=3[C:9]=2[CH:1]=[CH:2][CH:3]=1)[CH3:18]. The yield is 0.820. (2) The reactants are [C:1]1([C:7]2[C:16]3[C:11](=[CH:12][CH:13]=[CH:14][CH:15]=3)[CH:10]=[CH:9][N:8]=2)[CH:6]=[CH:5][CH:4]=[CH:3][CH:2]=1.C/C(/O)=C/C(C)=O.C/C(/O)=C/C(C)=O.C/C(/O)=C/C(C)=O.[Ir:38].Cl. The catalyst is OCC(CO)O. The product is [C:1]1([C:7]2[C:16]3[C:11](=[CH:12][CH:13]=[CH:14][CH:15]=3)[CH:10]=[CH:9][N:8]=2)[CH:2]=[CH:3][CH:4]=[CH:5][CH:6]=1.[C:1]1([C:7]2[C:16]3[C:11](=[CH:12][CH:13]=[CH:14][CH:15]=3)[CH:10]=[CH:9][N:8]=2)[CH:2]=[CH:3][CH:4]=[CH:5][CH:6]=1.[C:1]1([C:7]2[C:16]3[C:11](=[CH:12][CH:13]=[CH:14][CH:15]=3)[CH:10]=[CH:9][N:8]=2)[CH:2]=[CH:3][CH:4]=[CH:5][CH:6]=1.[Ir+3:38]. The yield is 0.268. (3) The reactants are [O:1]1[CH:5]=[CH:4][CH2:3][CH2:2]1.[CH2:6](OC(OCC)OCC)C.B(F)(F)F.CCOCC.[CH:25]([NH:28][NH2:29])([CH3:27])[CH3:26].[OH-].[Na+]. The catalyst is Cl.C(Cl)Cl. The product is [OH:1][CH2:5][CH2:4][C:3]1[CH:6]=[N:29][N:28]([CH:25]([CH3:27])[CH3:26])[CH:2]=1. The yield is 0.520.